Dataset: Reaction yield outcomes from USPTO patents with 853,638 reactions. Task: Predict the reaction yield, written as a fraction of the theoretical maximum amount of product (1.0 means a 100% yield; for example, 0.34 means a 34% yield). The reactants are [CH3:1][NH2:2].[CH:3]1[C:11]2[C:10]3[CH:12]=[CH:13][CH:14]=[CH:15][C:9]=3[S:8][C:7]=2[CH:6]=[CH:5][C:4]=1[S:16](Cl)(=[O:18])=[O:17]. The catalyst is S1(CCCC1)(=O)=O.O. The product is [CH3:1][NH:2][S:16]([C:4]1[CH:5]=[CH:6][C:7]2[S:8][C:9]3[CH:15]=[CH:14][CH:13]=[CH:12][C:10]=3[C:11]=2[CH:3]=1)(=[O:18])=[O:17]. The yield is 0.640.